Dataset: Reaction yield outcomes from USPTO patents with 853,638 reactions. Task: Predict the reaction yield, written as a fraction of the theoretical maximum amount of product (1.0 means a 100% yield; for example, 0.34 means a 34% yield). (1) The reactants are Br[CH2:2][C:3]1[CH:8]=[CH:7][C:6]([N+:9]([O-:11])=[O:10])=[CH:5][CH:4]=1.Cl.[CH3:13][NH:14][CH2:15][C:16]([O:18][CH3:19])=[O:17].C([O-])([O-])=O.[K+].[K+].CCOC(C)=O. The catalyst is CC#N.O. The product is [CH3:13][N:14]([CH2:2][C:3]1[CH:8]=[CH:7][C:6]([N+:9]([O-:11])=[O:10])=[CH:5][CH:4]=1)[CH2:15][C:16]([O:18][CH3:19])=[O:17]. The yield is 0.725. (2) The reactants are [OH:1][C@:2]1([C:13]2[S:14][C:15]([C:18]3[CH:23]=[C:22]([NH:24][C:25]4[N:30]=[C:29]([C:31]([F:34])([F:33])[F:32])[CH:28]=[CH:27][N:26]=4)[CH:21]=[C:20]([CH3:35])[CH:19]=3)=[CH:16][N:17]=2)[CH2:7][CH2:6][C@H:5]([C:8]([OH:10])=O)[C:4]([CH3:12])([CH3:11])[CH2:3]1.[NH2:36][CH2:37][CH2:38][CH2:39][N:40]1[CH2:44][CH2:43][CH2:42][C:41]1=[O:45].C(Cl)CCl.C1C=CC2N(O)N=NC=2C=1.C(N(CC)CC)C. The catalyst is CN(C)C=O. The product is [OH:1][C@:2]1([C:13]2[S:14][C:15]([C:18]3[CH:23]=[C:22]([NH:24][C:25]4[N:30]=[C:29]([C:31]([F:32])([F:33])[F:34])[CH:28]=[CH:27][N:26]=4)[CH:21]=[C:20]([CH3:35])[CH:19]=3)=[CH:16][N:17]=2)[CH2:7][CH2:6][C@H:5]([C:8]([NH:36][CH2:37][CH2:38][CH2:39][N:40]2[CH2:44][CH2:43][CH2:42][C:41]2=[O:45])=[O:10])[C:4]([CH3:12])([CH3:11])[CH2:3]1. The yield is 0.760.